From a dataset of Forward reaction prediction with 1.9M reactions from USPTO patents (1976-2016). Predict the product of the given reaction. Given the reactants Cl.[C:2]1([C@@H:8]([NH:18][C:19](=[O:28])[O:20][CH2:21][C:22]2[CH:27]=[CH:26][CH:25]=[CH:24][CH:23]=2)[CH2:9][O:10][CH2:11][CH:12]2[CH2:17][CH2:16][NH:15][CH2:14][CH2:13]2)[CH:7]=[CH:6][CH:5]=[CH:4][CH:3]=1.[CH3:29][C:30]([CH3:32])=O, predict the reaction product. The product is: [CH:30]([N:15]1[CH2:16][CH2:17][CH:12]([CH2:11][O:10][CH2:9][C@H:8]([NH:18][C:19](=[O:28])[O:20][CH2:21][C:22]2[CH:23]=[CH:24][CH:25]=[CH:26][CH:27]=2)[C:2]2[CH:7]=[CH:6][CH:5]=[CH:4][CH:3]=2)[CH2:13][CH2:14]1)([CH3:32])[CH3:29].